Dataset: Full USPTO retrosynthesis dataset with 1.9M reactions from patents (1976-2016). Task: Predict the reactants needed to synthesize the given product. (1) Given the product [CH2:14]([N:21]([CH3:1])[CH2:22][CH2:23][C:24]1[CH:29]=[CH:28][C:27]([N:30]2[CH:38]=[C:37]3[C:32]([C:33]([C:39]([NH2:41])=[O:40])=[CH:34][CH:35]=[CH:36]3)=[N:31]2)=[CH:26][CH:25]=1)[C:15]1[CH:16]=[CH:17][CH:18]=[CH:19][CH:20]=1, predict the reactants needed to synthesize it. The reactants are: [CH:1](=O)C1C=CC=CC=1.[BH3-]C#N.[Na+].Cl.[CH2:14]([NH:21][CH2:22][CH2:23][C:24]1[CH:29]=[CH:28][C:27]([N:30]2[CH:38]=[C:37]3[C:32]([C:33]([C:39]([NH2:41])=[O:40])=[CH:34][CH:35]=[CH:36]3)=[N:31]2)=[CH:26][CH:25]=1)[C:15]1[CH:20]=[CH:19][CH:18]=[CH:17][CH:16]=1.C=O. (2) Given the product [ClH:26].[CH:1]1([C:4]2[N:8]([CH3:9])[C:7]3[CH:10]=[C:11]([N:14]4[CH:19]=[CH:18][C:17]([O:20][CH2:21][C:22](=[NH:25])[NH2:23])=[CH:16][C:15]4=[O:24])[CH:12]=[CH:13][C:6]=3[N:5]=2)[CH2:2][CH2:3]1, predict the reactants needed to synthesize it. The reactants are: [CH:1]1([C:4]2[N:8]([CH3:9])[C:7]3[CH:10]=[C:11]([N:14]4[CH:19]=[CH:18][C:17]([O:20][CH2:21][C:22]#[N:23])=[CH:16][C:15]4=[O:24])[CH:12]=[CH:13][C:6]=3[N:5]=2)[CH2:3][CH2:2]1.[NH4+:25].[Cl-:26]. (3) Given the product [O:19]=[C:11]1[CH:10]=[C:9]([CH2:8][N:7]([C:1]2[CH:2]=[CH:3][CH:4]=[CH:5][CH:6]=2)[C:20](=[O:27])[C:21]2[CH:26]=[CH:25][N:24]=[CH:23][CH:22]=2)[C:18]2[C:13](=[CH:14][CH:15]=[CH:16][CH:17]=2)[NH:12]1, predict the reactants needed to synthesize it. The reactants are: [C:1]1([NH:7][CH2:8][C:9]2[C:18]3[C:13](=[CH:14][CH:15]=[CH:16][CH:17]=3)[NH:12][C:11](=[O:19])[CH:10]=2)[CH:6]=[CH:5][CH:4]=[CH:3][CH:2]=1.[C:20](O)(=[O:27])[C:21]1[CH:26]=[CH:25][N:24]=[CH:23][CH:22]=1. (4) The reactants are: COC1C=CC(C[N:8]2[CH2:17][CH2:16][C:15]3[C:10](=[C:11]([O:25]C)[C:12](=[O:24])[N:13]([CH3:23])[C:14]=3[C:18]([N:20]([CH3:22])[CH3:21])=[O:19])[C:9]2=[O:27])=CC=1.C1(C)C=CC(S(O)(=O)=O)=CC=1. Given the product [OH:25][C:11]1[C:12](=[O:24])[N:13]([CH3:23])[C:14]([C:18]([N:20]([CH3:21])[CH3:22])=[O:19])=[C:15]2[C:10]=1[C:9](=[O:27])[NH:8][CH2:17][CH2:16]2, predict the reactants needed to synthesize it. (5) Given the product [CH:1]1([NH:16][CH2:15][CH2:14][N:8]2[CH2:13][CH2:12][O:11][CH2:10][CH2:9]2)[CH2:6][CH2:5][CH2:4][CH2:3][CH2:2]1, predict the reactants needed to synthesize it. The reactants are: [C:1]1(=O)[CH2:6][CH2:5][CH2:4][CH2:3][CH2:2]1.[N:8]1([CH2:14][CH2:15][NH2:16])[CH2:13][CH2:12][O:11][CH2:10][CH2:9]1.[BH3-]C#N.[Na+]. (6) Given the product [Br:1][CH2:2][C@:3]12[O:20][C@H:4]1[CH:5]=[C:6]([C:10]1[CH:15]=[CH:14][N:13]=[CH:12][C:11]=1[N+:16]([O-:18])=[O:17])[CH2:7][C@@H:8]2[CH3:9], predict the reactants needed to synthesize it. The reactants are: [Br:1][CH2:2][C@@:3]1([OH:20])[C@@H:8]([CH3:9])[CH2:7][C:6]([C:10]2[CH:15]=[CH:14][N:13]=[CH:12][C:11]=2[N+:16]([O-:18])=[O:17])=[CH:5][C@H:4]1O.CS(Cl)(=O)=O. (7) Given the product [CH:25]([OH:26])=[O:24].[CH2:18]([N:10]1[C:11]2[CH:16]=[CH:15][N:14]=[CH:13][C:12]=2[N:17]=[C:9]1[C:4]1[C:5]([NH2:8])=[N:6][CH:7]=[C:2]([C:28]2[NH:27][CH:31]=[CH:30][CH:29]=2)[N:3]=1)[CH3:19], predict the reactants needed to synthesize it. The reactants are: Br[C:2]1[N:3]=[C:4]([C:9]2[N:10]([CH2:18][CH3:19])[C:11]3[CH:16]=[CH:15][N:14]=[CH:13][C:12]=3[N:17]=2)[C:5]([NH2:8])=[N:6][CH:7]=1.C([O:24][C:25]([N:27]1[CH:31]=[CH:30][CH:29]=[C:28]1B(O)O)=[O:26])(C)(C)C.C([O-])([O-])=O.[K+].[K+]. (8) Given the product [CH3:44][S:41]([N:40]([CH3:45])[CH2:39][CH2:38][NH:37][C:3]([C:5]1[C:6]([OH:35])=[C:7]2[C:12](=[C:13]([C:15]3[CH:20]=[CH:19][CH:18]=[CH:17][CH:16]=3)[N:14]=1)[N:11]([CH2:21][C:22]1[CH:23]=[CH:24][CH:25]=[CH:26][CH:27]=1)[C:10](=[O:28])[C:9]([C:29]1[CH:30]=[CH:31][CH:32]=[CH:33][CH:34]=1)=[CH:8]2)=[O:2])(=[O:43])=[O:42], predict the reactants needed to synthesize it. The reactants are: C[O:2][C:3]([C:5]1[C:6]([OH:35])=[C:7]2[C:12](=[C:13]([C:15]3[CH:20]=[CH:19][CH:18]=[CH:17][CH:16]=3)[N:14]=1)[N:11]([CH2:21][C:22]1[CH:27]=[CH:26][CH:25]=[CH:24][CH:23]=1)[C:10](=[O:28])[C:9]([C:29]1[CH:34]=[CH:33][CH:32]=[CH:31][CH:30]=1)=[CH:8]2)=O.Cl.[NH2:37][CH2:38][CH2:39][N:40]([CH3:45])[S:41]([CH3:44])(=[O:43])=[O:42].C[O-].[Na+]. (9) Given the product [C:1]([O:5][C:6]([N:8]1[CH2:13][CH2:12][N:11]([C:24]2[C:25]([N+:26]([O-:28])=[O:27])=[C:20]([NH:19][CH2:18][C:17]([O:16][CH2:14][CH3:15])=[O:30])[N:21]=[CH:22][N:23]=2)[CH2:10][CH2:9]1)=[O:7])([CH3:4])([CH3:2])[CH3:3], predict the reactants needed to synthesize it. The reactants are: [C:1]([O:5][C:6]([N:8]1[CH2:13][CH2:12][NH:11][CH2:10][CH2:9]1)=[O:7])([CH3:4])([CH3:3])[CH3:2].[CH2:14]([O:16][C:17](=[O:30])[CH2:18][NH:19][C:20]1[C:25]([N+:26]([O-:28])=[O:27])=[C:24](Cl)[N:23]=[CH:22][N:21]=1)[CH3:15].C(=O)([O-])[O-].[K+].[K+].O. (10) Given the product [F:1][C:2]1[CH:7]=[CH:6][C:5]([N:8]2[C:12]([C:22]3[N:23]=[CH:24][C:25]4[O:26][CH2:27][C:28](=[O:32])[NH:29][C:30]=4[N:31]=3)=[CH:11][C:10]([C:16]([F:19])([F:18])[F:17])=[N:9]2)=[C:4]([CH3:20])[CH:3]=1, predict the reactants needed to synthesize it. The reactants are: [F:1][C:2]1[CH:7]=[CH:6][C:5]([N:8]2[C:12](B(O)O)=[CH:11][C:10]([C:16]([F:19])([F:18])[F:17])=[N:9]2)=[C:4]([CH3:20])[CH:3]=1.Cl[C:22]1[N:23]=[CH:24][C:25]2[O:26][CH2:27][C:28](=[O:32])[NH:29][C:30]=2[N:31]=1.